This data is from Cav3 T-type calcium channel HTS with 100,875 compounds. The task is: Binary Classification. Given a drug SMILES string, predict its activity (active/inactive) in a high-throughput screening assay against a specified biological target. (1) The compound is n12c(NCCC)cc(c(c1nc1c2cccc1)C#N)C. The result is 0 (inactive). (2) The drug is Brc1ccc(CC(=O)NC(c2cc([N+]([O-])=O)c(NC(CC)CC)cc2)CC(=O)N)cc1. The result is 0 (inactive). (3) The drug is s1c2nc(SCC(=O)/C(=C(\N)C)C#N)n(c(=O)c2c(c1C)C)CC=C. The result is 0 (inactive). (4) The drug is Brc1c(n2nc(nn2)c2cccnc2)cccc1. The result is 0 (inactive). (5) The drug is o1c(cc(c1C)C(=O)Nc1c2c(ccc1)cccc2)c1ccccc1. The result is 1 (active). (6) The drug is S(=O)(=O)(/N=C(\N1CCCC1)CN1CCOCC1)c1ccc(cc1)C. The result is 0 (inactive). (7) The compound is S(=O)(=O)(N(C1CCCC1)Cc1ncccc1)c1ccc(S(=O)(=O)NCc2ccccc2)cc1. The result is 1 (active). (8) The compound is O1CCN(C(C(C)C)c2n(nnn2)C2CCCCC2)CC1. The result is 0 (inactive). (9) The molecule is OC1(C(C(C(\C(=N/O)C1)C(OCC)=O)c1ccc(N(C)C)cc1)C(OCC)=O)C. The result is 0 (inactive). (10) The drug is S(CCOc1c(OC)cc(cc1)/C=C\C)c1[nH]c(cc(=O)n1)C. The result is 0 (inactive).